This data is from Peptide-MHC class II binding affinity with 134,281 pairs from IEDB. The task is: Regression. Given a peptide amino acid sequence and an MHC pseudo amino acid sequence, predict their binding affinity value. This is MHC class II binding data. (1) The peptide sequence is AALPLLFFALAGQRI. The MHC is DRB1_1001 with pseudo-sequence DRB1_1001. The binding affinity (normalized) is 0.892. (2) The peptide sequence is AFILDGDNLFPKV. The MHC is HLA-DQA10401-DQB10402 with pseudo-sequence HLA-DQA10401-DQB10402. The binding affinity (normalized) is 0.142.